Dataset: Reaction yield outcomes from USPTO patents with 853,638 reactions. Task: Predict the reaction yield, written as a fraction of the theoretical maximum amount of product (1.0 means a 100% yield; for example, 0.34 means a 34% yield). (1) The reactants are [CH3:1][O:2][C:3]1[CH:4]=[C:5]([C:13]([O:15]C)=[O:14])[C:6](=[CH:11][CH:12]=1)[C:7]([O:9]C)=[O:8].[OH-].[K+]. The catalyst is CO.O. The product is [CH3:1][O:2][C:3]1[CH:4]=[C:5]([C:13]([OH:15])=[O:14])[C:6](=[CH:11][CH:12]=1)[C:7]([OH:9])=[O:8]. The yield is 0.990. (2) The reactants are [Br:1][C:2]1[CH:3]=[C:4]([OH:9])[CH:5]=[C:6]([Br:8])[CH:7]=1.Br[CH2:11][CH2:12][CH2:13][CH2:14][N:15]1[C:19](=[O:20])[C:18]2=[CH:21][CH:22]=[CH:23][CH:24]=[C:17]2[C:16]1=[O:25].C([O-])([O-])=O.[K+].[K+].C1OCCOCCOCCOCCOCCOC1. The catalyst is O.CC(C)=O. The product is [C:16]1(=[O:25])[N:15]([CH2:14][CH2:13][CH2:12][CH2:11][O:9][C:4]2[CH:3]=[C:2]([Br:1])[CH:7]=[C:6]([Br:8])[CH:5]=2)[C:19](=[O:20])[C:18]2=[CH:21][CH:22]=[CH:23][CH:24]=[C:17]12. The yield is 0.870. (3) The reactants are [Br:1][C:2]1[CH:13]=[CH:12][C:5]([CH2:6][NH:7][CH2:8][C:9]([OH:11])=O)=[CH:4][CH:3]=1.C(N(CC)CC)C.[CH:21]1([NH2:24])[CH2:23][CH2:22]1.C1CN([P+](ON2N=NC3C=CC=CC2=3)(N2CCCC2)N2CCCC2)CC1.F[P-](F)(F)(F)(F)F. The yield is 0.303. The product is [Br:1][C:2]1[CH:3]=[CH:4][C:5]([CH2:6][NH:7][CH2:8][C:9]([NH:24][CH:21]2[CH2:23][CH2:22]2)=[O:11])=[CH:12][CH:13]=1. The catalyst is ClCCl.CCOC(C)=O.CO. (4) The reactants are [CH3:1][C:2]1[C:3]([N+:10]([O-:12])=[O:11])=[C:4]([CH:7]=[CH:8][CH:9]=1)[CH2:5]Br.CCO.[C-:16]#[N:17].[K+]. The catalyst is O. The product is [CH3:1][C:2]1[C:3]([N+:10]([O-:12])=[O:11])=[C:4]([CH:7]=[CH:8][CH:9]=1)[CH2:5][C:16]#[N:17]. The yield is 0.920. (5) The reactants are [CH2:1]([C:4]1([S:7]([NH:10][C:11]2[C:16]([CH3:17])=[CH:15][C:14]([F:18])=[C:13]([F:19])[C:12]=2[NH:20][C:21]2[CH:26]=[CH:25][C:24]([I:27])=[CH:23][C:22]=2[F:28])(=[O:9])=[O:8])[CH2:6][CH2:5]1)C=C.C[N+]1([O-])CC[O:33]CC1.CCO[C:40]([CH3:42])=[O:41]. The catalyst is C1COCC1.O.[Os](=O)(=O)(=O)=O. The product is [F:19][C:13]1[C:12]([NH:20][C:21]2[CH:26]=[CH:25][C:24]([I:27])=[CH:23][C:22]=2[F:28])=[C:11]([NH:10][S:7]([C:4]2([CH2:1][CH:40]([OH:41])[CH2:42][OH:33])[CH2:6][CH2:5]2)(=[O:9])=[O:8])[C:16]([CH3:17])=[CH:15][C:14]=1[F:18]. The yield is 0.680. (6) The reactants are [C:1](=[O:37])([O:6][C:7]([CH3:36])([CH3:35])[CH2:8][NH:9][C:10]([NH:12][C@H:13]([CH:32]([CH3:34])[CH3:33])[C:14]([N:16]1[CH2:21][CH2:20][C@@:19]([C:23]2[CH:28]=[CH:27][C:26]([Cl:29])=[CH:25][CH:24]=2)([OH:22])[C:18]([CH3:31])([CH3:30])[CH2:17]1)=[O:15])=[O:11])[O:2][CH2:3][CH2:4]Br.C([O-])([O-])=O.[K+].[K+].[NH:44]1[CH2:49][CH2:48][O:47][CH2:46][CH2:45]1. The yield is 0.790. The product is [C:1](=[O:37])([O:2][CH2:3][CH2:4][N:44]1[CH2:49][CH2:48][O:47][CH2:46][CH2:45]1)[O:6][C:7]([CH3:36])([CH3:35])[CH2:8][NH:9][C:10]([NH:12][C@H:13]([CH:32]([CH3:34])[CH3:33])[C:14]([N:16]1[CH2:21][CH2:20][C@@:19]([C:23]2[CH:28]=[CH:27][C:26]([Cl:29])=[CH:25][CH:24]=2)([OH:22])[C:18]([CH3:31])([CH3:30])[CH2:17]1)=[O:15])=[O:11]. The catalyst is CN(C=O)C. (7) The reactants are [F:1][C:2]1[C:12]([SH:13])=[CH:11][CH:10]=[CH:9][C:3]=1[C:4]([O:6][CH2:7][CH3:8])=[O:5].C1C(=O)N(Cl)C(=O)C1.[Cl:22][C:23]1[C:31]([F:32])=[C:30]2[C:26]([CH:27]=[CH:28][NH:29]2)=[CH:25][CH:24]=1. The catalyst is C(Cl)Cl.O. The product is [Cl:22][C:23]1[C:31]([F:32])=[C:30]2[C:26]([C:27]([S:13][C:12]3[C:2]([F:1])=[C:3]([CH:9]=[CH:10][CH:11]=3)[C:4]([O:6][CH2:7][CH3:8])=[O:5])=[CH:28][NH:29]2)=[CH:25][CH:24]=1. The yield is 0.550.